This data is from Catalyst prediction with 721,799 reactions and 888 catalyst types from USPTO. The task is: Predict which catalyst facilitates the given reaction. Reactant: [CH2:1]([O:8][C:9]([CH:11]1[CH2:15][O:14][C:13]([CH:16]([CH2:22][C:23]2[CH:28]=[CH:27][C:26]([O:29][Si:30]([CH:37]([CH3:39])[CH3:38])([CH:34]([CH3:36])[CH3:35])[CH:31]([CH3:33])[CH3:32])=[CH:25][CH:24]=2)[CH2:17][C:18]([O:20][CH3:21])=[O:19])=[N:12]1)=[O:10])[C:2]1[CH:7]=[CH:6][CH:5]=[CH:4][CH:3]=1.C1CCN2C(=NCCC2)CC1.BrC(Cl)(Cl)Cl. Product: [CH2:1]([O:8][C:9]([C:11]1[N:12]=[C:13]([CH:16]([CH2:22][C:23]2[CH:24]=[CH:25][C:26]([O:29][Si:30]([CH:37]([CH3:39])[CH3:38])([CH:34]([CH3:36])[CH3:35])[CH:31]([CH3:32])[CH3:33])=[CH:27][CH:28]=2)[CH2:17][C:18]([O:20][CH3:21])=[O:19])[O:14][CH:15]=1)=[O:10])[C:2]1[CH:3]=[CH:4][CH:5]=[CH:6][CH:7]=1. The catalyst class is: 2.